This data is from NCI-60 drug combinations with 297,098 pairs across 59 cell lines. The task is: Regression. Given two drug SMILES strings and cell line genomic features, predict the synergy score measuring deviation from expected non-interaction effect. Drug 1: C1=CN(C(=O)N=C1N)C2C(C(C(O2)CO)O)O.Cl. Drug 2: C(=O)(N)NO. Cell line: MOLT-4. Synergy scores: CSS=70.6, Synergy_ZIP=0.547, Synergy_Bliss=0.280, Synergy_Loewe=-5.90, Synergy_HSA=0.644.